Dataset: Full USPTO retrosynthesis dataset with 1.9M reactions from patents (1976-2016). Task: Predict the reactants needed to synthesize the given product. (1) Given the product [O:23]=[S:2]1(=[O:1])[CH2:6][CH2:5][CH2:4][N:3]1[C:7]1[CH:16]=[C:15]([N:17]2[CH2:21][CH2:20][O:19][C:18]2=[O:22])[CH:14]=[CH:13][C:8]=1[C:9]([N:36]1[CH2:37][CH2:38][N:33]([C:26]2[C:25]([CH3:24])=[CH:30][C:29]([CH3:31])=[C:28]([CH3:32])[N:27]=2)[CH2:34][CH2:35]1)=[O:11], predict the reactants needed to synthesize it. The reactants are: [O:1]=[S:2]1(=[O:23])[CH2:6][CH2:5][CH2:4][N:3]1[C:7]1[CH:16]=[C:15]([N:17]2[CH2:21][CH2:20][O:19][C:18]2=[O:22])[CH:14]=[CH:13][C:8]=1[C:9]([O:11]C)=O.[CH3:24][C:25]1[C:26]([N:33]2[CH2:38][CH2:37][NH:36][CH2:35][CH2:34]2)=[N:27][C:28]([CH3:32])=[C:29]([CH3:31])[CH:30]=1. (2) The reactants are: [CH2:1]([C:8]1[NH:26][C:11]2[N:12]=[N:13][C:14]([CH2:16][CH2:17][CH2:18][CH2:19][C:20]3[S:24][C:23]([NH2:25])=[N:22][N:21]=3)=[CH:15][C:10]=2[CH:9]=1)[C:2]1[CH:7]=[CH:6][CH:5]=[CH:4][CH:3]=1.[OH:27][C@@H:28]([C:32]1[CH:37]=[CH:36][CH:35]=[CH:34][CH:33]=1)[C:29](O)=[O:30]. Given the product [CH2:1]([C:8]1[NH:26][C:11]2[N:12]=[N:13][C:14]([CH2:16][CH2:17][CH2:18][CH2:19][C:20]3[S:24][C:23]([NH:25][C:29](=[O:30])[C@@H:28]([OH:27])[C:32]4[CH:37]=[CH:36][CH:35]=[CH:34][CH:33]=4)=[N:22][N:21]=3)=[CH:15][C:10]=2[CH:9]=1)[C:2]1[CH:7]=[CH:6][CH:5]=[CH:4][CH:3]=1, predict the reactants needed to synthesize it. (3) The reactants are: S([O-])(O[O-])(=O)=[O:2].[K+].[K+].[CH:9]([O:12][C:13]1[N:18]=[CH:17][C:16](B2OC(C)(C)C(C)(C)O2)=[CH:15][N:14]=1)([CH3:11])[CH3:10]. Given the product [CH:9]([O:12][C:13]1[N:18]=[CH:17][C:16]([OH:2])=[CH:15][N:14]=1)([CH3:11])[CH3:10], predict the reactants needed to synthesize it. (4) Given the product [CH3:10][O:9][C:5]1[CH:6]=[CH:7][CH:8]=[C:3]([O:2][CH3:1])[C:4]=1[O:11][C:13]1[CH:18]=[CH:17][CH:16]=[CH:15][C:14]=1[N+:19]([O-:21])=[O:20].[CH3:39][O:38][C:34]1[CH:35]=[CH:36][CH:37]=[C:24]([O:23][CH3:22])[C:25]=1[O:26][C:27]1[CH:33]=[CH:32][CH:31]=[CH:30][C:28]=1[NH:29][C:4]([NH:40][C:41]1[S:42][CH:43]=[CH:44][N:45]=1)=[O:11], predict the reactants needed to synthesize it. The reactants are: [CH3:1][O:2][C:3]1[CH:8]=[CH:7][CH:6]=[C:5]([O:9][CH3:10])[C:4]=1[OH:11].F[C:13]1[CH:18]=[CH:17][CH:16]=[CH:15][C:14]=1[N+:19]([O-:21])=[O:20].[CH3:22][O:23][C:24]1[CH:37]=[CH:36][CH:35]=[C:34]([O:38][CH3:39])[C:25]=1[O:26][C:27]1[CH:33]=[CH:32][CH:31]=[CH:30][C:28]=1[NH2:29].[NH2:40][C:41]1[S:42][CH:43]=[CH:44][N:45]=1.